From a dataset of Catalyst prediction with 721,799 reactions and 888 catalyst types from USPTO. Predict which catalyst facilitates the given reaction. (1) Reactant: C(O)(C(F)(F)F)=O.[N:8]1[CH:13]=[CH:12][CH:11]=[CH:10][C:9]=1[CH2:14][O:15][C:16](=[O:48])[NH:17][CH2:18][C:19]1[CH:24]=[CH:23][C:22]([C:25]([NH:27][C:28]2[C:33]([NH:34]C(OC(C)(C)C)=O)=[CH:32][CH:31]=[C:30]([C:42]3[CH:47]=[CH:46][CH:45]=[CH:44][CH:43]=3)[N:29]=2)=[O:26])=[CH:21][CH:20]=1. Product: [N:8]1[CH:13]=[CH:12][CH:11]=[CH:10][C:9]=1[CH2:14][O:15][C:16](=[O:48])[NH:17][CH2:18][C:19]1[CH:20]=[CH:21][C:22]([C:25]([NH:27][C:28]2[C:33]([NH2:34])=[CH:32][CH:31]=[C:30]([C:42]3[CH:47]=[CH:46][CH:45]=[CH:44][CH:43]=3)[N:29]=2)=[O:26])=[CH:23][CH:24]=1. The catalyst class is: 4. (2) Reactant: [F:1][C:2]1[CH:7]=[CH:6][C:5]([F:8])=[CH:4][C:3]=1/[CH:9]=[CH:10]/[CH2:11][OH:12]. Product: [F:1][C:2]1[CH:7]=[CH:6][C:5]([F:8])=[CH:4][C:3]=1/[CH:9]=[CH:10]/[CH:11]=[O:12]. The catalyst class is: 697. (3) Reactant: [CH2:1]([O:8][C:9]([NH:11][C@@H:12]([CH2:16][C:17]1[CH:22]=[CH:21][C:20]([CH:23]2[S:27](=[O:29])(=[O:28])[NH:26][C:25](=[O:30])[CH2:24]2)=[C:19]([Br:31])[CH:18]=1)[C:13](O)=[O:14])=[O:10])[C:2]1[CH:7]=[CH:6][CH:5]=[CH:4][CH:3]=1.F[P-](F)(F)(F)(F)F.N1(O[P+](N(C)C)(N(C)C)N(C)C)C2C=CC=CC=2N=N1.[NH2:59][CH2:60][CH2:61][CH2:62][CH2:63][O:64][C:65]1[CH:74]=[CH:73][CH:72]=[C:71]([OH:75])[C:66]=1[C:67]([O:69][CH3:70])=[O:68].C(N(CC)C(C)C)(C)C. Product: [CH2:1]([O:8][C:9]([NH:11][C@@H:12]([CH2:16][C:17]1[CH:22]=[CH:21][C:20]([CH:23]2[S:27](=[O:28])(=[O:29])[NH:26][C:25](=[O:30])[CH2:24]2)=[C:19]([Br:31])[CH:18]=1)[C:13]([NH:59][CH2:60][CH2:61][CH2:62][CH2:63][O:64][C:65]1[CH:74]=[CH:73][CH:72]=[C:71]([OH:75])[C:66]=1[C:67]([O:69][CH3:70])=[O:68])=[O:14])=[O:10])[C:2]1[CH:7]=[CH:6][CH:5]=[CH:4][CH:3]=1. The catalyst class is: 42. (4) Reactant: [N:1]1[CH:6]=[CH:5][CH:4]=[CH:3][C:2]=1[CH:7]=O.[OH2:9].Cl.[NH2:11]O.[OH-].[Na+]. Product: [N:1]1[CH:6]=[CH:5][CH:4]=[CH:3][C:2]=1[CH:7]=[N:11][OH:9]. The catalyst class is: 8. (5) Reactant: Br[C:2]1[CH:3]=[CH:4][C:5]2[N:6]([C:8]([C:11]([O:13][CH2:14][CH3:15])=[O:12])=[CH:9][N:10]=2)[CH:7]=1.[CH2:16]([C:19]#[N:20])[CH:17]=[CH2:18].[B-](F)(F)(F)F.CC([PH+](C(C)(C)C)C(C)(C)C)(C)C.C1(CNCC2CCCCC2)CCCCC1. Product: [C:19]([CH2:16][CH:17]=[CH:18][C:2]1[CH:3]=[CH:4][C:5]2[N:6]([C:8]([C:11]([O:13][CH2:14][CH3:15])=[O:12])=[CH:9][N:10]=2)[CH:7]=1)#[N:20]. The catalyst class is: 62.